Dataset: Forward reaction prediction with 1.9M reactions from USPTO patents (1976-2016). Task: Predict the product of the given reaction. Given the reactants [CH3:1][C:2]1([CH3:23])[O:6][CH:5]([C:7]2[CH:16]=[CH:15][C:14]3[C:13]([N:17]4[CH2:22][CH2:21][O:20][CH2:19][CH2:18]4)=[CH:12][CH2:11][CH2:10][C:9]=3[N:8]=2)[CH2:4][O:3]1.[OH:24]/[N:25]=[C:26](\Cl)/[C:27]1[C:31]([C:32]([F:35])([F:34])[F:33])=[C:30]([C:36]2[CH:41]=[CH:40][CH:39]=[CH:38][CH:37]=2)[O:29][N:28]=1.C(N(CC)CC)C, predict the reaction product. The product is: [CH3:1][C:2]1([CH3:23])[O:6][CH:5]([C:7]2[CH:16]=[CH:15][C:14]3[C:13]4([N:17]5[CH2:22][CH2:21][O:20][CH2:19][CH2:18]5)[O:24][N:25]=[C:26]([C:27]5[C:31]([C:32]([F:35])([F:33])[F:34])=[C:30]([C:36]6[CH:41]=[CH:40][CH:39]=[CH:38][CH:37]=6)[O:29][N:28]=5)[CH:12]4[CH2:11][CH2:10][C:9]=3[N:8]=2)[CH2:4][O:3]1.